From a dataset of Full USPTO retrosynthesis dataset with 1.9M reactions from patents (1976-2016). Predict the reactants needed to synthesize the given product. Given the product [Cl:30][C:20]1[CH:21]=[C:22]([C:23]2[O:29][N:26]=[CH:25][CH:24]=2)[C:16]2[O:15][C:14]([N:11]3[CH2:12][CH2:13][NH:8][CH2:9][C@@H:10]3[CH3:31])=[N:18][C:17]=2[CH:19]=1, predict the reactants needed to synthesize it. The reactants are: C(OC([N:8]1[CH2:13][CH2:12][N:11]([C:14]2[O:15][C:16]3[C:22]([C:23](=[O:29])[CH:24]=[CH:25][N:26](C)C)=[CH:21][C:20]([Cl:30])=[CH:19][C:17]=3[N:18]=2)[C@@H:10]([CH3:31])[CH2:9]1)=O)(C)(C)C.Cl.ON.FC(F)(F)C(O)=O.